From a dataset of Full USPTO retrosynthesis dataset with 1.9M reactions from patents (1976-2016). Predict the reactants needed to synthesize the given product. (1) The reactants are: Cl[C:2]1[N:7]=[N:6][C:5]([CH2:8][N:9]2[CH:14]=[C:13]3[N:15]=[C:16]([C:18]4[CH:23]=[CH:22][CH:21]=[C:20]([F:24])[C:19]=4[F:25])[N:17]=[C:12]3[CH:11]=[N:10]2)=[CH:4][CH:3]=1.[CH2:26]([O:28][C:29]([CH2:31][CH2:32][C:33]1[CH:38]=[CH:37][C:36](B(O)O)=[CH:35][CH:34]=1)=[O:30])[CH3:27]. Given the product [CH2:26]([O:28][C:29](=[O:30])[CH2:31][CH2:32][C:33]1[CH:38]=[CH:37][C:36]([C:2]2[N:7]=[N:6][C:5]([CH2:8][N:9]3[CH:14]=[C:13]4[N:15]=[C:16]([C:18]5[CH:23]=[CH:22][CH:21]=[C:20]([F:24])[C:19]=5[F:25])[N:17]=[C:12]4[CH:11]=[N:10]3)=[CH:4][CH:3]=2)=[CH:35][CH:34]=1)[CH3:27], predict the reactants needed to synthesize it. (2) The reactants are: [O:1]1[C:5]2[CH:6]=[CH:7][C:8]([C:10]3([C:13]([NH:15][C:16]4[CH:21]=[CH:20][C:19]([CH:22]([OH:31])[C:23]5[CH:28]=[CH:27][CH:26]=[CH:25][C:24]=5[O:29][CH3:30])=[CH:18][N:17]=4)=[O:14])[CH2:12][CH2:11]3)=[CH:9][C:4]=2[O:3][CH2:2]1.[CH:32]([N:35]([CH:39]([CH3:41])[CH3:40])[CH2:36][CH2:37]O)([CH3:34])[CH3:33].C1(C(N)=O)CC1. Given the product [O:1]1[C:5]2[CH:6]=[CH:7][C:8]([C:10]3([C:13]([NH:15][C:16]4[CH:21]=[CH:20][C:19]([CH:22]([O:31][CH2:37][CH2:36][N:35]([CH:39]([CH3:41])[CH3:40])[CH:32]([CH3:34])[CH3:33])[C:23]5[CH:28]=[CH:27][CH:26]=[CH:25][C:24]=5[O:29][CH3:30])=[CH:18][N:17]=4)=[O:14])[CH2:12][CH2:11]3)=[CH:9][C:4]=2[O:3][CH2:2]1, predict the reactants needed to synthesize it. (3) Given the product [F:14][C:15]1[CH:16]=[C:17]([CH3:24])[C:18]([C:19]([OH:21])=[O:20])=[C:22]([O:30][CH3:29])[CH:23]=1, predict the reactants needed to synthesize it. The reactants are: CN(CCN(C)C)C.[Li]C(CC)C.[F:14][C:15]1[CH:23]=[CH:22][C:18]([C:19]([OH:21])=[O:20])=[C:17]([CH3:24])[CH:16]=1.CI.C1C[O:30][CH2:29]C1. (4) The reactants are: [NH2:1][CH:2]([C:6]1[CH:11]=[CH:10][C:9]([Br:12])=[CH:8][CH:7]=1)[C:3]([NH2:5])=[O:4].[C:13]1(=O)[CH2:18][CH2:17][CH2:16][CH2:15][CH2:14]1. Given the product [Br:12][C:9]1[CH:10]=[CH:11][C:6]([CH:2]2[NH:1][C:13]3([CH2:18][CH2:17][CH2:16][CH2:15][CH2:14]3)[NH:5][C:3]2=[O:4])=[CH:7][CH:8]=1, predict the reactants needed to synthesize it.